From a dataset of NCI-60 drug combinations with 297,098 pairs across 59 cell lines. Regression. Given two drug SMILES strings and cell line genomic features, predict the synergy score measuring deviation from expected non-interaction effect. (1) Drug 1: C(=O)(N)NO. Drug 2: C#CCC(CC1=CN=C2C(=N1)C(=NC(=N2)N)N)C3=CC=C(C=C3)C(=O)NC(CCC(=O)O)C(=O)O. Cell line: UO-31. Synergy scores: CSS=0.827, Synergy_ZIP=-1.37, Synergy_Bliss=-2.86, Synergy_Loewe=-2.32, Synergy_HSA=-2.53. (2) Drug 1: C1=CC=C(C=C1)NC(=O)CCCCCCC(=O)NO. Drug 2: CCC1(C2=C(COC1=O)C(=O)N3CC4=CC5=C(C=CC(=C5CN(C)C)O)N=C4C3=C2)O.Cl. Cell line: MCF7. Synergy scores: CSS=16.0, Synergy_ZIP=-7.19, Synergy_Bliss=-0.404, Synergy_Loewe=-1.10, Synergy_HSA=0.990. (3) Drug 1: CN1C(=O)N2C=NC(=C2N=N1)C(=O)N. Drug 2: C1CN(CCN1C(=O)CCBr)C(=O)CCBr. Cell line: NCI-H522. Synergy scores: CSS=24.9, Synergy_ZIP=-2.51, Synergy_Bliss=-0.773, Synergy_Loewe=-7.67, Synergy_HSA=-1.04.